Task: Predict the reactants needed to synthesize the given product.. Dataset: Full USPTO retrosynthesis dataset with 1.9M reactions from patents (1976-2016) (1) The reactants are: CC([N:5]([C:9]([CH3:33])([CH3:32])[C:10]([NH:12][C:13]1[CH:14]=[N:15][C:16]([O:19][C:20]2[C:21]3[CH:22]4[CH2:30][C:23]4([CH3:31])[CH2:24][O:25][C:26]=3[CH:27]=[CH:28][CH:29]=2)=[CH:17][CH:18]=1)=[O:11])C(=O)[O-])(C)C.C(O)(C(F)(F)F)=O. Given the product [CH3:33][C:9]([C:10]([NH:12][C:13]1[CH:14]=[N:15][C:16]([O:19][C:20]2[C:21]3[CH:22]4[CH2:30][C:23]4([CH3:31])[CH2:24][O:25][C:26]=3[CH:27]=[CH:28][CH:29]=2)=[CH:17][CH:18]=1)=[O:11])([CH3:32])[NH2:5], predict the reactants needed to synthesize it. (2) The reactants are: FC(F)(F)C(OC(=O)C(F)(F)F)=O.[CH:14]1([C:19]2[CH:25]=[CH:24][C:22]([NH2:23])=[CH:21][CH:20]=2)[CH2:18][CH2:17][CH2:16][CH2:15]1.C1(NC2C=CC=CC=2)CCCC1.[N+:38]([O-])([O-:40])=[O:39].[K+].C(=O)([O-])[O-].[K+].[K+]. Given the product [CH:14]1([C:19]2[CH:20]=[CH:21][C:22]([NH2:23])=[C:24]([N+:38]([O-:40])=[O:39])[CH:25]=2)[CH2:15][CH2:16][CH2:17][CH2:18]1, predict the reactants needed to synthesize it. (3) Given the product [CH3:1][C:2](=[N:4][O:5][CH2:7][C:8]([OH:10])=[O:9])[CH3:3], predict the reactants needed to synthesize it. The reactants are: [CH3:1][C:2](=[N:4][OH:5])[CH3:3].Cl[CH2:7][C:8]([OH:10])=[O:9].[OH-].[Na+]. (4) Given the product [CH2:1]([O:3][C:4](=[O:28])[CH2:5][C:6]1[CH:11]=[C:10]([C:12]([F:15])([F:14])[F:13])[CH:9]=[C:8]([O:16][C:17]2[CH:22]=[CH:21][C:20]([N+:23]([O-:25])=[O:24])=[CH:19][C:18]=2[CH2:26][S:32][CH:30]([CH3:31])[CH3:29])[CH:7]=1)[CH3:2], predict the reactants needed to synthesize it. The reactants are: [CH2:1]([O:3][C:4](=[O:28])[CH2:5][C:6]1[CH:11]=[C:10]([C:12]([F:15])([F:14])[F:13])[CH:9]=[C:8]([O:16][C:17]2[CH:22]=[CH:21][C:20]([N+:23]([O-:25])=[O:24])=[CH:19][C:18]=2[CH2:26]Br)[CH:7]=1)[CH3:2].[CH3:29][CH:30]([SH:32])[CH3:31].